Predict the product of the given reaction. From a dataset of Forward reaction prediction with 1.9M reactions from USPTO patents (1976-2016). (1) Given the reactants N[C:2]1[CH2:3][C:4]([C:14]([O:16][CH2:17][CH3:18])=[O:15])=[CH:5][C:6]2[CH:12]=[CH:11][C:10]([Br:13])=[CH:9][C:7]=2[N:8]=1.[CH3:19][C:20]([O:23][C:24](O[C:24]([O:23][C:20]([CH3:22])([CH3:21])[CH3:19])=[O:25])=[O:25])([CH3:22])[CH3:21], predict the reaction product. The product is: [CH2:17]([O:16][C:14]([C:4]1=[CH:5][C:6]2[CH:12]=[CH:11][C:10]([Br:13])=[CH:9][C:7]=2[N:8]=[C:2]([C:24]([O:23][C:20]([CH3:22])([CH3:21])[CH3:19])=[O:25])[CH2:3]1)=[O:15])[CH3:18]. (2) Given the reactants CC(OI1(OC(C)=O)(OC(C)=O)OC(=O)C2C=CC=CC1=2)=O.[C:23]([O:27][C:28]([N:30]1[C@H:35]([CH2:36][OH:37])[CH2:34][C@H:33]2[C@@H:31]1[CH2:32]2)=[O:29])([CH3:26])([CH3:25])[CH3:24].C([O-])(O)=O.[Na+].[O-]S([O-])(=S)=O.[Na+].[Na+], predict the reaction product. The product is: [C:23]([O:27][C:28]([N:30]1[C@H:35]([CH:36]=[O:37])[CH2:34][C@H:33]2[C@@H:31]1[CH2:32]2)=[O:29])([CH3:26])([CH3:25])[CH3:24]. (3) Given the reactants [OH:1][C:2]1[CH:3]=[C:4]([C:10]2[O:11][CH:12]=[C:13]([CH2:15][CH2:16][C:17]([C:19]3[C:24]([CH3:25])=[CH:23][CH:22]=[CH:21][N:20]=3)=[O:18])[N:14]=2)[CH:5]=[CH:6][C:7]=1[O:8][CH3:9].N12CCCN=C1CC[CH2:29][CH2:28][CH2:27]2.BrC(C)C.O, predict the reaction product. The product is: [CH:28]([O:1][C:2]1[CH:3]=[C:4]([C:10]2[O:11][CH:12]=[C:13]([CH2:15][CH2:16][C:17]([C:19]3[C:24]([CH3:25])=[CH:23][CH:22]=[CH:21][N:20]=3)=[O:18])[N:14]=2)[CH:5]=[CH:6][C:7]=1[O:8][CH3:9])([CH3:29])[CH3:27]. (4) Given the reactants [Br:1][C:2]1[C:3]([NH:18][CH:19]([CH3:21])[CH3:20])=[N:4][C:5]([NH:8][C:9]2[CH:14]=[CH:13][C:12]([S:15]([CH3:17])=[O:16])=[CH:11][CH:10]=2)=[N:6][CH:7]=1.[N-:22]=[N+]=[N-].[Na+].S(=O)(=O)(O)O.[OH-].[Na+], predict the reaction product. The product is: [Br:1][C:2]1[C:3]([NH:18][CH:19]([CH3:21])[CH3:20])=[N:4][C:5]([NH:8][C:9]2[CH:10]=[CH:11][C:12]([S:15]([CH3:17])(=[NH:22])=[O:16])=[CH:13][CH:14]=2)=[N:6][CH:7]=1.